From a dataset of NCI-60 drug combinations with 297,098 pairs across 59 cell lines. Regression. Given two drug SMILES strings and cell line genomic features, predict the synergy score measuring deviation from expected non-interaction effect. (1) Drug 1: CC1=C(C(CCC1)(C)C)C=CC(=CC=CC(=CC(=O)O)C)C. Drug 2: CN1C2=C(C=C(C=C2)N(CCCl)CCCl)N=C1CCCC(=O)O.Cl. Cell line: NCI-H226. Synergy scores: CSS=0.189, Synergy_ZIP=-0.336, Synergy_Bliss=-0.145, Synergy_Loewe=0.145, Synergy_HSA=-0.0824. (2) Drug 1: CN1CCC(CC1)COC2=C(C=C3C(=C2)N=CN=C3NC4=C(C=C(C=C4)Br)F)OC. Drug 2: C1=NC2=C(N=C(N=C2N1C3C(C(C(O3)CO)O)O)F)N. Cell line: IGROV1. Synergy scores: CSS=61.9, Synergy_ZIP=10.6, Synergy_Bliss=9.11, Synergy_Loewe=-24.3, Synergy_HSA=8.52. (3) Drug 1: CS(=O)(=O)CCNCC1=CC=C(O1)C2=CC3=C(C=C2)N=CN=C3NC4=CC(=C(C=C4)OCC5=CC(=CC=C5)F)Cl. Drug 2: CCC1(CC2CC(C3=C(CCN(C2)C1)C4=CC=CC=C4N3)(C5=C(C=C6C(=C5)C78CCN9C7C(C=CC9)(C(C(C8N6C)(C(=O)OC)O)OC(=O)C)CC)OC)C(=O)OC)O.OS(=O)(=O)O. Cell line: 786-0. Synergy scores: CSS=2.97, Synergy_ZIP=-0.296, Synergy_Bliss=1.79, Synergy_Loewe=-1.09, Synergy_HSA=-0.487.